Dataset: Forward reaction prediction with 1.9M reactions from USPTO patents (1976-2016). Task: Predict the product of the given reaction. (1) Given the reactants [CH3:1][C:2]([CH3:7])=[CH:3][C:4](Cl)=[O:5].[C:8]1([C:14]#[C:15][C:16]2[CH:34]=[CH:33][C:19]([C:20]([NH:22][C:23]3[CH:28]=[CH:27][CH:26]=[CH:25][C:24]=3[S:29](=[O:32])(=[O:31])[NH2:30])=[O:21])=[CH:18][CH:17]=2)[CH:13]=[CH:12][CH:11]=[CH:10][CH:9]=1, predict the reaction product. The product is: [CH3:1][C:2]([CH3:7])=[CH:3][C:4]([NH:30][S:29]([C:24]1[CH:25]=[CH:26][CH:27]=[CH:28][C:23]=1[NH:22][C:20](=[O:21])[C:19]1[CH:33]=[CH:34][C:16]([C:15]#[C:14][C:8]2[CH:13]=[CH:12][CH:11]=[CH:10][CH:9]=2)=[CH:17][CH:18]=1)(=[O:31])=[O:32])=[O:5]. (2) Given the reactants [Cl:1][C:2]1[C:3]([N+:17]([O-:19])=[O:18])=[C:4]2[C:9](=[CH:10][CH:11]=1)[C:8](=[O:12])[N:7]([C@H:13]([CH3:16])[CH2:14][OH:15])[CH:6]=[CH:5]2.[C:20](OC(=O)C)(=[O:22])[CH3:21].N1C=CC=CC=1.C(Cl)Cl, predict the reaction product. The product is: [C:20]([O:15][CH2:14][C@H:13]([N:7]1[CH:6]=[CH:5][C:4]2[C:9](=[CH:10][CH:11]=[C:2]([Cl:1])[C:3]=2[N+:17]([O-:19])=[O:18])[C:8]1=[O:12])[CH3:16])(=[O:22])[CH3:21].